This data is from Reaction yield outcomes from USPTO patents with 853,638 reactions. The task is: Predict the reaction yield, written as a fraction of the theoretical maximum amount of product (1.0 means a 100% yield; for example, 0.34 means a 34% yield). The reactants are Cl[C:2]1[C:11]2[C:6](=[CH:7][C:8]([O:14][CH3:15])=[C:9]([O:12][CH3:13])[CH:10]=2)[N:5]=[CH:4][N:3]=1.C(O[C:21](=[O:29])[NH:22][CH:23]1[CH2:28][CH2:27][NH:26][CH2:25][CH2:24]1)(C)(C)C.[N+](C1C=CC(OC(=O)[NH:41][C:42]2[CH:43]=[N:44][C:45]([N:48]3[CH2:52][CH2:51][CH2:50][CH2:49]3)=[CH:46][CH:47]=2)=CC=1)([O-])=O.Cl. No catalyst specified. The product is [CH3:13][O:12][C:9]1[CH:10]=[C:11]2[C:6](=[CH:7][C:8]=1[O:14][CH3:15])[N:5]=[CH:4][N:3]=[C:2]2[N:26]1[CH2:25][CH2:24][CH:23]([NH:22][C:21]([NH:41][C:42]2[CH:43]=[N:44][C:45]([N:48]3[CH2:52][CH2:51][CH2:50][CH2:49]3)=[CH:46][CH:47]=2)=[O:29])[CH2:28][CH2:27]1. The yield is 0.500.